Dataset: NCI-60 drug combinations with 297,098 pairs across 59 cell lines. Task: Regression. Given two drug SMILES strings and cell line genomic features, predict the synergy score measuring deviation from expected non-interaction effect. (1) Drug 1: CS(=O)(=O)C1=CC(=C(C=C1)C(=O)NC2=CC(=C(C=C2)Cl)C3=CC=CC=N3)Cl. Drug 2: C1C(C(OC1N2C=NC(=NC2=O)N)CO)O. Cell line: UACC-257. Synergy scores: CSS=4.03, Synergy_ZIP=6.84, Synergy_Bliss=5.64, Synergy_Loewe=0.250, Synergy_HSA=1.02. (2) Drug 1: CN(C(=O)NC(C=O)C(C(C(CO)O)O)O)N=O. Drug 2: CC1CCCC2(C(O2)CC(NC(=O)CC(C(C(=O)C(C1O)C)(C)C)O)C(=CC3=CSC(=N3)C)C)C. Cell line: SR. Synergy scores: CSS=89.8, Synergy_ZIP=3.16, Synergy_Bliss=4.33, Synergy_Loewe=-8.47, Synergy_HSA=3.90. (3) Drug 1: CN1C2=C(C=C(C=C2)N(CCCl)CCCl)N=C1CCCC(=O)O.Cl. Drug 2: CC(C)NC(=O)C1=CC=C(C=C1)CNNC.Cl. Cell line: KM12. Synergy scores: CSS=-1.70, Synergy_ZIP=0.559, Synergy_Bliss=-1.18, Synergy_Loewe=-1.51, Synergy_HSA=-3.83. (4) Drug 1: CCC(=C(C1=CC=CC=C1)C2=CC=C(C=C2)OCCN(C)C)C3=CC=CC=C3.C(C(=O)O)C(CC(=O)O)(C(=O)O)O. Drug 2: CN1C2=C(C=C(C=C2)N(CCCl)CCCl)N=C1CCCC(=O)O.Cl. Cell line: UACC-257. Synergy scores: CSS=2.35, Synergy_ZIP=0.177, Synergy_Bliss=3.04, Synergy_Loewe=1.84, Synergy_HSA=2.56. (5) Drug 1: CC1=C(C=C(C=C1)NC2=NC=CC(=N2)N(C)C3=CC4=NN(C(=C4C=C3)C)C)S(=O)(=O)N.Cl. Drug 2: CNC(=O)C1=NC=CC(=C1)OC2=CC=C(C=C2)NC(=O)NC3=CC(=C(C=C3)Cl)C(F)(F)F. Cell line: HCC-2998. Synergy scores: CSS=-7.76, Synergy_ZIP=8.51, Synergy_Bliss=3.80, Synergy_Loewe=-23.5, Synergy_HSA=-7.85. (6) Drug 1: CCCS(=O)(=O)NC1=C(C(=C(C=C1)F)C(=O)C2=CNC3=C2C=C(C=N3)C4=CC=C(C=C4)Cl)F. Drug 2: C(CN)CNCCSP(=O)(O)O. Cell line: OVCAR-4. Synergy scores: CSS=-2.82, Synergy_ZIP=2.13, Synergy_Bliss=2.27, Synergy_Loewe=-0.457, Synergy_HSA=-0.345. (7) Drug 1: COC1=C(C=C2C(=C1)N=CN=C2NC3=CC(=C(C=C3)F)Cl)OCCCN4CCOCC4. Drug 2: C1=CC(=CC=C1C#N)C(C2=CC=C(C=C2)C#N)N3C=NC=N3. Cell line: MCF7. Synergy scores: CSS=10.1, Synergy_ZIP=-3.74, Synergy_Bliss=-2.72, Synergy_Loewe=-3.09, Synergy_HSA=-1.94. (8) Drug 1: CC1=C2C(C(=O)C3(C(CC4C(C3C(C(C2(C)C)(CC1OC(=O)C(C(C5=CC=CC=C5)NC(=O)OC(C)(C)C)O)O)OC(=O)C6=CC=CC=C6)(CO4)OC(=O)C)OC)C)OC. Drug 2: C1=CC=C(C=C1)NC(=O)CCCCCCC(=O)NO. Synergy scores: CSS=40.2, Synergy_ZIP=5.95, Synergy_Bliss=6.95, Synergy_Loewe=-1.31, Synergy_HSA=7.24. Cell line: NCI-H226. (9) Drug 1: COCCOC1=C(C=C2C(=C1)C(=NC=N2)NC3=CC=CC(=C3)C#C)OCCOC. Drug 2: CN1C=C(C=N1)C2=C3N=C(C(=C(N3N=C2)N)Br)C4CCCNC4. Cell line: SW-620. Synergy scores: CSS=20.2, Synergy_ZIP=4.68, Synergy_Bliss=6.21, Synergy_Loewe=-2.71, Synergy_HSA=3.84.